From a dataset of Full USPTO retrosynthesis dataset with 1.9M reactions from patents (1976-2016). Predict the reactants needed to synthesize the given product. (1) Given the product [F:1][C:2]1[CH:7]=[CH:6][C:5]([CH3:8])=[CH:4][C:3]=1[NH:9][C:10]1[N:15]2[N:16]=[CH:17][C:18]([S:19]([NH:22][C:42](=[O:43])[NH:41][CH:38]3[CH2:40][CH2:39]3)(=[O:21])=[O:20])=[C:14]2[N:13]=[CH:12][C:11]=1[C:23]([N:25]1[CH2:30][CH2:29][CH:28]([C:31]2[CH:32]=[CH:33][C:34]([F:37])=[CH:35][CH:36]=2)[CH2:27][CH2:26]1)=[O:24], predict the reactants needed to synthesize it. The reactants are: [F:1][C:2]1[CH:7]=[CH:6][C:5]([CH3:8])=[CH:4][C:3]=1[NH:9][C:10]1[N:15]2[N:16]=[CH:17][C:18]([S:19]([NH2:22])(=[O:21])=[O:20])=[C:14]2[N:13]=[CH:12][C:11]=1[C:23]([N:25]1[CH2:30][CH2:29][CH:28]([C:31]2[CH:36]=[CH:35][C:34]([F:37])=[CH:33][CH:32]=2)[CH2:27][CH2:26]1)=[O:24].[CH:38]1([N:41]=[C:42]=[O:43])[CH2:40][CH2:39]1. (2) Given the product [N:24]([CH:9]([C:5]1[N:6]=[C:7]([CH3:8])[C:2]([F:1])=[CH:3][CH:4]=1)[CH3:10])=[N+:25]=[N-:26], predict the reactants needed to synthesize it. The reactants are: [F:1][C:2]1[CH:3]=[CH:4][C:5]([CH:9](O)[CH3:10])=[N:6][C:7]=1[CH3:8].C(N(CC)CC)C.CS(Cl)(=O)=O.[N-:24]=[N+:25]=[N-:26].[Na+]. (3) The reactants are: [CH2:1]([OH:12])[CH2:2][CH2:3][CH2:4][CH2:5][CH2:6][CH2:7][CH2:8][CH2:9][CH:10]=[CH2:11].N1C=CC=CC=1.[Br:19][C:20]([CH3:25])([CH3:24])[C:21](Br)=[O:22]. Given the product [Br:19][C:20]([CH3:25])([CH3:24])[C:21]([O:12][CH2:1][CH2:2][CH2:3][CH2:4][CH2:5][CH2:6][CH2:7][CH2:8][CH2:9][CH:10]=[CH2:11])=[O:22], predict the reactants needed to synthesize it. (4) Given the product [Cl:18][C:19]1[CH:20]=[C:21]2[C:31](=[CH:32][CH:33]=1)[O:30][C:24]1([CH2:29][CH2:28][N:27]([C:45]3[CH:46]=[CH:47][N:48]=[C:43]([C@H:41]([OH:40])[CH3:42])[N:44]=3)[CH2:26][CH2:25]1)[CH2:23][C:22]2=[O:34], predict the reactants needed to synthesize it. The reactants are: O1C2C(=CC=CC=2)CCC1.N1CCCCC1.Cl.[Cl:18][C:19]1[CH:20]=[C:21]2[C:31](=[CH:32][CH:33]=1)[O:30][C:24]1([CH2:29][CH2:28][NH:27][CH2:26][CH2:25]1)[CH2:23][C:22]2=[O:34].C([O:40][C@@H:41]([C:43]1[N:48]=[C:47](Cl)[CH:46]=[CH:45][N:44]=1)[CH3:42])(=O)CCC.C(N(CC)CC)C. (5) Given the product [C:1]([NH:4][C:5]1[CH:9]=[CH:8][N:7]([C:16]2[CH:21]=[CH:20][C:19]([C:22](=[O:24])[CH3:23])=[CH:18][CH:17]=2)[C:6]=1[C:10]([O:12][CH2:13][CH3:14])=[O:11])(=[O:3])[CH3:2], predict the reactants needed to synthesize it. The reactants are: [C:1]([NH:4][C:5]1[CH:9]=[CH:8][NH:7][C:6]=1[C:10]([O:12][CH2:13][CH3:14])=[O:11])(=[O:3])[CH3:2].Br[C:16]1[CH:21]=[CH:20][C:19]([C:22](=[O:24])[CH3:23])=[CH:18][CH:17]=1.P([O-])([O-])([O-])=O.[K+].[K+].[K+].CNCCNC.